From a dataset of Buchwald-Hartwig C-N cross coupling reaction yields with 55,370 reactions. Predict the reaction yield, written as a fraction of the theoretical maximum amount of product (1.0 means a 100% yield; for example, 0.34 means a 34% yield). (1) The reactants are Ic1cccnc1.Cc1ccc(N)cc1.O=S(=O)(O[Pd]1c2ccccc2-c2ccccc2N~1)C(F)(F)F.CC(C)c1cc(C(C)C)c(-c2ccccc2P(C2CCCCC2)C2CCCCC2)c(C(C)C)c1.CN1CCCN2CCCN=C12.COC(=O)c1cc(-c2ccco2)on1. No catalyst specified. The product is Cc1ccc(Nc2cccnc2)cc1. The yield is 0.325. (2) No catalyst specified. The yield is 0.330. The reactants are COc1ccc(Br)cc1.Cc1ccc(N)cc1.O=S(=O)(O[Pd]1c2ccccc2-c2ccccc2N~1)C(F)(F)F.COc1ccc(OC)c(P([C@]23C[C@H]4C[C@H](C[C@H](C4)C2)C3)[C@]23C[C@H]4C[C@H](C[C@H](C4)C2)C3)c1-c1c(C(C)C)cc(C(C)C)cc1C(C)C.CN1CCCN2CCCN=C12.CCOC(=O)c1cc(C)no1. The product is COc1ccc(Nc2ccc(C)cc2)cc1.